From a dataset of Reaction yield outcomes from USPTO patents with 853,638 reactions. Predict the reaction yield, written as a fraction of the theoretical maximum amount of product (1.0 means a 100% yield; for example, 0.34 means a 34% yield). (1) The reactants are [CH2:1]([O:3][C:4](=[O:36])[CH:5]([NH:29][C:30]([O:32][CH2:33][CH:34]=[CH2:35])=[O:31])[CH2:6][C:7]1[O:11][N:10]=[C:9]([CH:12]2[CH2:16][CH2:15][CH2:14][N:13]2[C:17](=[O:28])[CH2:18][C:19]2[CH:24]=[CH:23][C:22]([N+:25]([O-])=O)=[CH:21][CH:20]=2)[CH:8]=1)[CH3:2].Cl.[OH-].[Na+]. The catalyst is C(O)C.O.[Fe]. The product is [CH2:1]([O:3][C:4](=[O:36])[CH:5]([NH:29][C:30]([O:32][CH2:33][CH:34]=[CH2:35])=[O:31])[CH2:6][C:7]1[O:11][N:10]=[C:9]([CH:12]2[CH2:16][CH2:15][CH2:14][N:13]2[C:17](=[O:28])[CH2:18][C:19]2[CH:20]=[CH:21][C:22]([NH2:25])=[CH:23][CH:24]=2)[CH:8]=1)[CH3:2]. The yield is 0.510. (2) The reactants are O[CH2:2][C@@H:3]([NH:15][C:16](=[O:22])[O:17][C:18]([CH3:21])([CH3:20])[CH3:19])[CH2:4][C:5]1[CH:10]=[CH:9][CH:8]=[CH:7][C:6]=1[C:11]([F:14])([F:13])[F:12].C1(P(C2C=CC=CC=2)C2C=CC=CC=2)C=CC=CC=1.[C:42]1(=[O:52])[NH:46][C:45](=[O:47])[C:44]2=[CH:48][CH:49]=[CH:50][CH:51]=[C:43]12.N(C(OCC)=O)=NC(OCC)=O. The catalyst is C1COCC1. The product is [O:47]=[C:45]1[C:44]2[C:43](=[CH:51][CH:50]=[CH:49][CH:48]=2)[C:42](=[O:52])[N:46]1[CH2:2][C@@H:3]([NH:15][C:16](=[O:22])[O:17][C:18]([CH3:21])([CH3:20])[CH3:19])[CH2:4][C:5]1[CH:10]=[CH:9][CH:8]=[CH:7][C:6]=1[C:11]([F:14])([F:13])[F:12]. The yield is 0.540. (3) The reactants are [CH3:1][S:2][C:3]1[N:4]=[CH:5][C:6]2[C:15](=[O:16])[N:14]([C:17]3[CH:18]=[C:19]([C:23]4[O:27][C:26](=[O:28])[N:25]([CH2:29][C:30](O)=[O:31])[N:24]=4)[CH:20]=[CH:21][CH:22]=3)[CH2:13][C@H:12]3[N:8]([CH2:9][CH2:10][CH2:11]3)[C:7]=2[N:33]=1.ON1C2C=CC=CC=2N=N1.[CH2:44]([N:46]=[C:47]=NCCCN(C)C)C.CNC.C1COCC1. The catalyst is ClCCl.C(Cl)(Cl)Cl. The product is [CH3:44][N:46]([CH3:47])[C:30](=[O:31])[CH2:29][N:25]1[N:24]=[C:23]([C:19]2[CH:20]=[CH:21][CH:22]=[C:17]([N:14]3[CH2:13][C@H:12]4[N:8]([CH2:9][CH2:10][CH2:11]4)[C:7]4[N:33]=[C:3]([S:2][CH3:1])[N:4]=[CH:5][C:6]=4[C:15]3=[O:16])[CH:18]=2)[O:27][C:26]1=[O:28]. The yield is 0.580.